From a dataset of NCI-60 drug combinations with 297,098 pairs across 59 cell lines. Regression. Given two drug SMILES strings and cell line genomic features, predict the synergy score measuring deviation from expected non-interaction effect. (1) Drug 2: N.N.Cl[Pt+2]Cl. Cell line: SK-MEL-5. Drug 1: CCC1=C2CN3C(=CC4=C(C3=O)COC(=O)C4(CC)O)C2=NC5=C1C=C(C=C5)O. Synergy scores: CSS=70.5, Synergy_ZIP=-5.15, Synergy_Bliss=-0.669, Synergy_Loewe=0.148, Synergy_HSA=2.10. (2) Drug 1: C1CN1P(=S)(N2CC2)N3CC3. Drug 2: CC(C)NC(=O)C1=CC=C(C=C1)CNNC.Cl. Cell line: SF-295. Synergy scores: CSS=17.4, Synergy_ZIP=-0.790, Synergy_Bliss=7.57, Synergy_Loewe=-2.15, Synergy_HSA=-1.85. (3) Drug 1: CS(=O)(=O)C1=CC(=C(C=C1)C(=O)NC2=CC(=C(C=C2)Cl)C3=CC=CC=N3)Cl. Drug 2: CC1=C(C=C(C=C1)C(=O)NC2=CC(=CC(=C2)C(F)(F)F)N3C=C(N=C3)C)NC4=NC=CC(=N4)C5=CN=CC=C5. Cell line: SR. Synergy scores: CSS=20.1, Synergy_ZIP=-8.58, Synergy_Bliss=-3.09, Synergy_Loewe=-1.21, Synergy_HSA=-1.63. (4) Cell line: NCI-H460. Drug 2: CC1(CCCN1)C2=NC3=C(C=CC=C3N2)C(=O)N. Synergy scores: CSS=22.9, Synergy_ZIP=-4.77, Synergy_Bliss=-3.18, Synergy_Loewe=-12.2, Synergy_HSA=-1.39. Drug 1: C1CC2CC3=C(CC1C24CN(S(=O)(=O)N4)CC(F)(F)F)C=CC(=C3)C=CCN5CCC(CC5)C(F)(F)F. (5) Drug 1: CCC1(CC2CC(C3=C(CCN(C2)C1)C4=CC=CC=C4N3)(C5=C(C=C6C(=C5)C78CCN9C7C(C=CC9)(C(C(C8N6C=O)(C(=O)OC)O)OC(=O)C)CC)OC)C(=O)OC)O.OS(=O)(=O)O. Drug 2: CN(C(=O)NC(C=O)C(C(C(CO)O)O)O)N=O. Cell line: UO-31. Synergy scores: CSS=2.09, Synergy_ZIP=0.571, Synergy_Bliss=3.35, Synergy_Loewe=2.17, Synergy_HSA=0.796. (6) Drug 1: CC(C1=C(C=CC(=C1Cl)F)Cl)OC2=C(N=CC(=C2)C3=CN(N=C3)C4CCNCC4)N. Drug 2: CCC(=C(C1=CC=CC=C1)C2=CC=C(C=C2)OCCN(C)C)C3=CC=CC=C3.C(C(=O)O)C(CC(=O)O)(C(=O)O)O. Cell line: ACHN. Synergy scores: CSS=13.6, Synergy_ZIP=-1.65, Synergy_Bliss=4.31, Synergy_Loewe=2.32, Synergy_HSA=2.49. (7) Drug 1: C1=CC(=C2C(=C1NCCNCCO)C(=O)C3=C(C=CC(=C3C2=O)O)O)NCCNCCO. Drug 2: CCC(=C(C1=CC=CC=C1)C2=CC=C(C=C2)OCCN(C)C)C3=CC=CC=C3.C(C(=O)O)C(CC(=O)O)(C(=O)O)O. Cell line: SR. Synergy scores: CSS=65.0, Synergy_ZIP=0.354, Synergy_Bliss=0.198, Synergy_Loewe=-26.9, Synergy_HSA=1.06.